Dataset: Reaction yield outcomes from USPTO patents with 853,638 reactions. Task: Predict the reaction yield, written as a fraction of the theoretical maximum amount of product (1.0 means a 100% yield; for example, 0.34 means a 34% yield). The reactants are C(OC([NH:8][C@H:9]1[CH2:13][CH2:12][N:11]([CH:14]2[CH2:19][CH2:18][N:17]([C:20]([O:22][CH2:23][C:24]3[CH:29]=[CH:28][CH:27]=[CH:26][CH:25]=3)=[O:21])[CH2:16][CH2:15]2)[C:10]1=[O:30])=O)(C)(C)C. The catalyst is C(O)(C(F)(F)F)=O.C(Cl)Cl. The product is [NH2:8][C@H:9]1[CH2:13][CH2:12][N:11]([CH:14]2[CH2:19][CH2:18][N:17]([C:20]([O:22][CH2:23][C:24]3[CH:29]=[CH:28][CH:27]=[CH:26][CH:25]=3)=[O:21])[CH2:16][CH2:15]2)[C:10]1=[O:30]. The yield is 0.640.